From a dataset of Catalyst prediction with 721,799 reactions and 888 catalyst types from USPTO. Predict which catalyst facilitates the given reaction. Reactant: Br[CH2:2][C:3]1[CH:8]=[CH:7][C:6]([C:9]2[O:10][C:11]3[C:17]([C:18]([O:20][CH3:21])=[O:19])=[CH:16][CH:15]=[CH:14][C:12]=3[N:13]=2)=[CH:5][CH:4]=1.[CH3:22][NH:23][CH3:24]. Product: [CH3:22][N:23]([CH2:2][C:3]1[CH:8]=[CH:7][C:6]([C:9]2[O:10][C:11]3[C:17]([C:18]([O:20][CH3:21])=[O:19])=[CH:16][CH:15]=[CH:14][C:12]=3[N:13]=2)=[CH:5][CH:4]=1)[CH3:24]. The catalyst class is: 5.